From a dataset of Full USPTO retrosynthesis dataset with 1.9M reactions from patents (1976-2016). Predict the reactants needed to synthesize the given product. The reactants are: [CH:1]([N:4]([C:17]1[CH:22]=[CH:21][CH:20]=[CH:19][C:18]=1/[CH:23]=[CH:24]/[C:25]([O:27]C)=O)[C:5](=[O:16])[C:6]1[CH:11]=[CH:10][CH:9]=[C:8]([C:12]([F:15])([F:14])[F:13])[CH:7]=1)([CH3:3])[CH3:2].[NH2:29][OH:30].[OH-:31].[Na+].Cl.C1COCC1.C[OH:40]. Given the product [F:13][C:12]([F:15])([F:14])[C:8]([OH:40])=[O:31].[OH:30][NH:29][C:25](=[O:27])/[CH:24]=[CH:23]/[C:18]1[CH:19]=[CH:20][CH:21]=[CH:22][C:17]=1[N:4]([CH:1]([CH3:3])[CH3:2])[C:5](=[O:16])[C:6]1[CH:11]=[CH:10][CH:9]=[C:8]([C:12]([F:15])([F:14])[F:13])[CH:7]=1, predict the reactants needed to synthesize it.